This data is from NCI-60 drug combinations with 297,098 pairs across 59 cell lines. The task is: Regression. Given two drug SMILES strings and cell line genomic features, predict the synergy score measuring deviation from expected non-interaction effect. (1) Drug 1: C1CN(CCN1C(=O)CCBr)C(=O)CCBr. Drug 2: N.N.Cl[Pt+2]Cl. Cell line: CCRF-CEM. Synergy scores: CSS=92.3, Synergy_ZIP=-0.575, Synergy_Bliss=-1.90, Synergy_Loewe=-0.128, Synergy_HSA=1.47. (2) Drug 1: C1CC(C1)(C(=O)O)C(=O)O.[NH2-].[NH2-].[Pt+2]. Drug 2: COC1=C2C(=CC3=C1OC=C3)C=CC(=O)O2. Cell line: HCC-2998. Synergy scores: CSS=20.9, Synergy_ZIP=-7.12, Synergy_Bliss=-8.63, Synergy_Loewe=-4.09, Synergy_HSA=-3.21. (3) Drug 1: CC(C1=C(C=CC(=C1Cl)F)Cl)OC2=C(N=CC(=C2)C3=CN(N=C3)C4CCNCC4)N. Drug 2: CN(C)N=NC1=C(NC=N1)C(=O)N. Cell line: MDA-MB-435. Synergy scores: CSS=19.0, Synergy_ZIP=-1.86, Synergy_Bliss=6.72, Synergy_Loewe=-17.5, Synergy_HSA=1.91.